From a dataset of Full USPTO retrosynthesis dataset with 1.9M reactions from patents (1976-2016). Predict the reactants needed to synthesize the given product. (1) Given the product [CH:35]1([CH2:34][O:25][C:23]2[CH:22]=[CH:21][C:19]3[N:20]=[C:16]([N:13]4[CH2:12][CH2:11][CH:10]([O:9][CH2:8][C:7]([N:1]5[CH2:2][CH2:3][O:4][CH2:5][CH2:6]5)=[O:26])[CH2:15][CH2:14]4)[O:17][C:18]=3[CH:24]=2)[CH2:37][CH2:36]1, predict the reactants needed to synthesize it. The reactants are: [N:1]1([C:7](=[O:26])[CH2:8][O:9][CH:10]2[CH2:15][CH2:14][N:13]([C:16]3[O:17][C:18]4[CH:24]=[C:23]([OH:25])[CH:22]=[CH:21][C:19]=4[N:20]=3)[CH2:12][CH2:11]2)[CH2:6][CH2:5][O:4][CH2:3][CH2:2]1.C(=O)([O-])[O-].[K+].[K+].Br[CH2:34][CH:35]1[CH2:37][CH2:36]1. (2) Given the product [NH2:1][C:4]1[CH:5]=[C:6]([N:17]2[CH2:18][CH2:19][N:20]([C:23]([O:25][C:26]([CH3:29])([CH3:28])[CH3:27])=[O:24])[CH2:21][CH2:22]2)[CH:7]=[CH:8][C:9]=1[S:10][C:11]1[CH:12]=[CH:13][CH:14]=[CH:15][CH:16]=1, predict the reactants needed to synthesize it. The reactants are: [N+:1]([C:4]1[CH:5]=[C:6]([N:17]2[CH2:22][CH2:21][N:20]([C:23]([O:25][C:26]([CH3:29])([CH3:28])[CH3:27])=[O:24])[CH2:19][CH2:18]2)[CH:7]=[CH:8][C:9]=1[S:10][C:11]1[CH:16]=[CH:15][CH:14]=[CH:13][CH:12]=1)([O-])=O.O.NN. (3) Given the product [NH2:1][C:2]1[C:3]([C:10]([O:12][CH3:13])=[O:11])=[N:4][C:5]([C:16]2[C:17]([F:27])=[CH:18][C:19]([C:21]3([O:25][CH3:26])[CH2:22][O:23][CH2:24]3)=[CH:20][C:15]=2[F:14])=[C:6]([F:8])[CH:7]=1, predict the reactants needed to synthesize it. The reactants are: [NH2:1][C:2]1[C:3]([C:10]([O:12][CH3:13])=[O:11])=[N:4][C:5](Br)=[C:6]([F:8])[CH:7]=1.[F:14][C:15]1[CH:20]=[C:19]([C:21]2([O:25][CH3:26])[CH2:24][O:23][CH2:22]2)[CH:18]=[C:17]([F:27])[C:16]=1B1OC(C)(C)C(C)(C)O1. (4) Given the product [NH:13]1[C:14]2[CH:19]=[CH:18][CH:17]=[CH:16][C:15]=2[N:11]=[C:12]1[C@H:8]([NH:9][C:10](=[O:20])[NH:24][C:25]1([C:28]2[CH:37]=[CH:36][C:31]([C:32]([O:34][CH3:35])=[O:33])=[CH:30][CH:29]=2)[CH2:27][CH2:26]1)[CH2:7][C:6]1[CH:21]=[CH:22][C:3]([O:2][CH3:1])=[CH:4][CH:5]=1, predict the reactants needed to synthesize it. The reactants are: [CH3:1][O:2][C:3]1[CH:22]=[CH:21][C:6]([CH2:7][C@@H:8]2[C:12]3=[N:13][C:14]4[CH:19]=[CH:18][CH:17]=[CH:16][C:15]=4[N:11]3[C:10](=[O:20])[NH:9]2)=[CH:5][CH:4]=1.Cl.[NH2:24][C:25]1([C:28]2[CH:37]=[CH:36][C:31]([C:32]([O:34][CH3:35])=[O:33])=[CH:30][CH:29]=2)[CH2:27][CH2:26]1.C(O)(C(F)(F)F)=O. (5) The reactants are: [CH3:1][O:2][C:3]1[CH:8]=[C:7]([O:9][CH3:10])[CH:6]=[C:5]([C:11]([F:14])([F:13])[F:12])[C:4]=1[C:15](=O)[CH3:16]. Given the product [CH2:15]([C:4]1[C:5]([C:11]([F:12])([F:13])[F:14])=[CH:6][C:7]([O:9][CH3:10])=[CH:8][C:3]=1[O:2][CH3:1])[CH3:16], predict the reactants needed to synthesize it. (6) Given the product [O:28]=[S:20]1(=[O:29])[C:21]2[CH:27]=[CH:26][CH:25]=[CH:24][C:22]=2[CH2:23][N:17]([C:4]2[CH:3]=[C:2]([NH:30][C:31]3([CH2:35][NH:36][C:37](=[O:42])[C:38]([F:39])([F:40])[F:41])[CH2:34][O:33][CH2:32]3)[C:11]3[C:6](=[CH:7][CH:8]=[C:9]([CH3:43])[CH:10]=3)[N:5]=2)[CH2:18][CH2:19]1, predict the reactants needed to synthesize it. The reactants are: Cl[C:2]1[C:11]2[C:6](=[CH:7][CH:8]=[C:9](OC(F)(F)F)[CH:10]=2)[N:5]=[C:4]([N:17]2[CH2:23][C:22]3[CH:24]=[CH:25][CH:26]=[CH:27][C:21]=3[S:20](=[O:29])(=[O:28])[CH2:19][CH2:18]2)[CH:3]=1.[NH2:30][C:31]1([CH2:35][NH:36][C:37](=[O:42])[C:38]([F:41])([F:40])[F:39])[CH2:34][O:33][CH2:32]1.[CH3:43]C(C)([O-])C.[Na+].O.